From a dataset of Reaction yield outcomes from USPTO patents with 853,638 reactions. Predict the reaction yield, written as a fraction of the theoretical maximum amount of product (1.0 means a 100% yield; for example, 0.34 means a 34% yield). (1) The reactants are [C:1]([O:5][C:6]([N:8]([CH3:17])[C@@H:9]1[CH2:13][CH2:12][C@H:11]([C:14]([OH:16])=O)[CH2:10]1)=[O:7])([CH3:4])([CH3:3])[CH3:2].[C:18]([NH:23][NH2:24])(=[O:22])[CH2:19][CH2:20][CH3:21].Cl.CN(C)CCCN=C=NCC.O.ON1C2C=CC=CC=2N=N1. The catalyst is CN(C)C=O.O. The product is [C:1]([O:5][C:6](=[O:7])[N:8]([C@@H:9]1[CH2:13][CH2:12][C@H:11]([C:14]([NH:24][NH:23][C:18](=[O:22])[CH2:19][CH2:20][CH3:21])=[O:16])[CH2:10]1)[CH3:17])([CH3:2])([CH3:3])[CH3:4]. The yield is 0.730. (2) The reactants are C([O:4][CH2:5][C:6]1[CH:7]=[C:8]([CH:13]=[CH:14][C:15]=1Br)[C:9]([O:11]C)=[O:10])(=O)C.[C:17]1([CH3:26])[CH:22]=[CH:21][CH:20]=[CH:19][C:18]=1B(O)O.C(=O)([O-])[O-].[K+].[K+].[OH-].[Na+]. The catalyst is C1(C)C=CC=CC=1.O.C1C=CC([P]([Pd]([P](C2C=CC=CC=2)(C2C=CC=CC=2)C2C=CC=CC=2)([P](C2C=CC=CC=2)(C2C=CC=CC=2)C2C=CC=CC=2)[P](C2C=CC=CC=2)(C2C=CC=CC=2)C2C=CC=CC=2)(C2C=CC=CC=2)C2C=CC=CC=2)=CC=1. The product is [OH:4][CH2:5][C:6]1[CH:7]=[C:8]([C:9]([OH:11])=[O:10])[CH:13]=[CH:14][C:15]=1[C:18]1[CH:19]=[CH:20][CH:21]=[CH:22][C:17]=1[CH3:26]. The yield is 0.870. (3) The reactants are Br[C:2]1[CH:3]=[N:4][CH:5]=[C:6]([Br:8])[CH:7]=1.C[Si](C)(C)[C:11]#[C:12][CH3:13].C(N(CC)CC)C.[F-].C([N+](CCCC)(CCCC)CCCC)CCC. The catalyst is C1(C)C=CC=CC=1.[Cu]I.C1C=CC([P]([Pd]([P](C2C=CC=CC=2)(C2C=CC=CC=2)C2C=CC=CC=2)([P](C2C=CC=CC=2)(C2C=CC=CC=2)C2C=CC=CC=2)[P](C2C=CC=CC=2)(C2C=CC=CC=2)C2C=CC=CC=2)(C2C=CC=CC=2)C2C=CC=CC=2)=CC=1.O. The product is [Br:8][C:6]1[CH:5]=[N:4][CH:3]=[C:2]([C:11]#[C:12][CH3:13])[CH:7]=1. The yield is 0.660. (4) The reactants are C([SiH2][O:6][C:7](C)(C)[C@H:8]1[CH2:21][CH2:20][C:19]2[C:10](=[C:11]3[C:16](=[CH:17][CH:18]=2)[N:15]=[CH:14][CH:13]=[CH:12]3)[O:9]1)(C)(C)C.[F-].C([N+](CCCC)(CCCC)CCCC)CCC. The catalyst is O1CCCC1.C(OCC)(=O)C. The product is [N:15]1[C:16]2[C:11](=[C:10]3[C:19](=[CH:18][CH:17]=2)[CH2:20][CH2:21][C@H:8]([CH2:7][OH:6])[O:9]3)[CH:12]=[CH:13][CH:14]=1. The yield is 0.980.